This data is from Peptide-MHC class II binding affinity with 134,281 pairs from IEDB. The task is: Regression. Given a peptide amino acid sequence and an MHC pseudo amino acid sequence, predict their binding affinity value. This is MHC class II binding data. (1) The peptide sequence is LNKFVSPKSVIGRFV. The MHC is DRB1_0405 with pseudo-sequence DRB1_0405. The binding affinity (normalized) is 0.809. (2) The peptide sequence is LDEVYNAAYNAADHA. The MHC is HLA-DQA10501-DQB10201 with pseudo-sequence HLA-DQA10501-DQB10201. The binding affinity (normalized) is 0.368. (3) The peptide sequence is QRMFTREELIHFPEF. The binding affinity (normalized) is 0. The MHC is HLA-DQA10103-DQB10603 with pseudo-sequence HLA-DQA10103-DQB10603. (4) The peptide sequence is KSILLIMNANTLMGR. The MHC is DRB4_0101 with pseudo-sequence DRB4_0103. The binding affinity (normalized) is 0.605.